Predict which catalyst facilitates the given reaction. From a dataset of Catalyst prediction with 721,799 reactions and 888 catalyst types from USPTO. (1) Reactant: [Cl:1][C:2]1[CH:7]=[CH:6][CH:5]=[C:4]([F:8])[C:3]=1[NH:9][C:10]1[CH:15]=[CH:14][C:13]([CH3:16])=[CH:12][CH:11]=1.[Cl:17][CH2:18][C:19](Cl)=[O:20].CCCCC. Product: [Cl:1][C:2]1[CH:7]=[CH:6][CH:5]=[C:4]([F:8])[C:3]=1[N:9]([C:19](=[O:20])[CH2:18][Cl:17])[C:10]1[CH:11]=[CH:12][C:13]([CH3:16])=[CH:14][CH:15]=1. The catalyst class is: 13. (2) Reactant: [CH3:1][O:2][C:3]1[CH:4]=[C:5]([CH:11]2[CH2:16][CH:15]([C:17]([F:20])([F:19])[F:18])[N:14]3[N:21]=[C:22]([C:24]4[CH:25]=[CH:26][C:27]([C:30]([OH:32])=O)=[N:28][CH:29]=4)[CH:23]=[C:13]3[NH:12]2)[CH:6]=[CH:7][C:8]=1[O:9][CH3:10].C(N(CC)C(C)C)(C)C.CN(C(ON1N=NC2C=CC=NC1=2)=[N+](C)C)C.F[P-](F)(F)(F)(F)F.[N:66]1([C:72]([O:74][C:75]([CH3:78])([CH3:77])[CH3:76])=[O:73])[CH2:71][CH2:70][NH:69][CH2:68][CH2:67]1. Product: [CH3:1][O:2][C:3]1[CH:4]=[C:5]([CH:11]2[CH2:16][CH:15]([C:17]([F:18])([F:19])[F:20])[N:14]3[N:21]=[C:22]([C:24]4[CH:25]=[CH:26][C:27]([C:30]([N:69]5[CH2:68][CH2:67][N:66]([C:72]([O:74][C:75]([CH3:78])([CH3:77])[CH3:76])=[O:73])[CH2:71][CH2:70]5)=[O:32])=[N:28][CH:29]=4)[CH:23]=[C:13]3[NH:12]2)[CH:6]=[CH:7][C:8]=1[O:9][CH3:10]. The catalyst class is: 18.